The task is: Predict the product of the given reaction.. This data is from Forward reaction prediction with 1.9M reactions from USPTO patents (1976-2016). (1) Given the reactants [CH2:1]([C@@H:8]1[NH:13][CH2:12][CH2:11][N:10]([CH2:14][C:15]2[CH:20]=[CH:19][C:18]([C:21]3[CH:26]=[C:25](C)[CH:24]=[CH:23][C:22]=3[Cl:28])=[CH:17][CH:16]=2)[CH2:9]1)[C:2]1[CH:7]=[CH:6][CH:5]=[CH:4][CH:3]=1.[C:29](Cl)(=[O:31])[CH3:30].C(N(CC)C(C)C)(C)C, predict the reaction product. The product is: [CH2:1]([C@H:8]1[CH2:9][N:10]([CH2:14][C:15]2[CH:16]=[CH:17][C:18]([C:21]3[CH:26]=[CH:25][CH:24]=[CH:23][C:22]=3[Cl:28])=[CH:19][CH:20]=2)[CH2:11][CH2:12][N:13]1[C:29](=[O:31])[CH3:30])[C:2]1[CH:3]=[CH:4][CH:5]=[CH:6][CH:7]=1. (2) The product is: [Cl:2][C:3]1[CH:8]=[CH:7][C:6]([N:9]2[C:23]([C:24]3[CH:25]=[CH:26][CH:27]=[C:28]([F:30])[CH:29]=3)=[CH:22][C:21]([C:32]([O:34][CH2:35][CH3:36])=[O:33])=[N:10]2)=[CH:5][CH:4]=1. Given the reactants Cl.[Cl:2][C:3]1[CH:8]=[CH:7][C:6]([NH:9][NH2:10])=[CH:5][CH:4]=1.ClC1C=C(N2[C:23]([C:24]3[CH:29]=[C:28]([F:30])[CH:27]=[C:26](Cl)[CH:25]=3)=[CH:22][C:21]([C:32]([O:34][CH2:35][CH3:36])=[O:33])=N2)C=CC=1F, predict the reaction product. (3) Given the reactants [CH3:1][O:2][C:3]1[C:4]([O:29][C:30]2[CH:35]=[CH:34][CH:33]=[C:32]([C:36]([F:39])([F:38])[F:37])[CH:31]=2)=[C:5]2[C:10](=[C:11]([NH:13][CH2:14][CH2:15][CH2:16][N:17]3C(=O)C4=CC=CC=C4C3=O)[CH:12]=1)[N:9]=[CH:8][CH:7]=[C:6]2[CH3:28], predict the reaction product. The product is: [CH3:1][O:2][C:3]1[C:4]([O:29][C:30]2[CH:35]=[CH:34][CH:33]=[C:32]([C:36]([F:37])([F:39])[F:38])[CH:31]=2)=[C:5]2[C:10](=[C:11]([NH:13][CH2:14][CH2:15][CH2:16][NH2:17])[CH:12]=1)[N:9]=[CH:8][CH:7]=[C:6]2[CH3:28]. (4) Given the reactants [CH:1]1([SH:4])[CH2:3][CH2:2]1.F[C:6]1[CH:13]=[CH:12][C:11]([N+:14]([O-:16])=[O:15])=[CH:10][C:7]=1[CH:8]=[O:9].C([O-])([O-])=O.[K+].[K+], predict the reaction product. The product is: [CH:1]1([S:4][C:6]2[CH:13]=[CH:12][C:11]([N+:14]([O-:16])=[O:15])=[CH:10][C:7]=2[CH:8]=[O:9])[CH2:3][CH2:2]1. (5) Given the reactants C([O:3][C:4]([C:6]1[S:13][C:12]([CH3:14])=[C:11]2[C:7]=1[CH2:8][C@H:9]1[C:15]([CH3:17])([CH3:16])[C@H:10]12)=[O:5])C.[Li+].[OH-], predict the reaction product. The product is: [CH3:16][C:15]1([CH3:17])[C@@H:9]2[CH2:8][C:7]3[C:11]([C@H:10]12)=[C:12]([CH3:14])[S:13][C:6]=3[C:4]([OH:5])=[O:3]. (6) Given the reactants C[O:2][C:3]([C:5]1[C:14]2[C:9](=[CH:10][C:11]([O:15][CH3:16])=[CH:12][CH:13]=2)[C:8](=[O:17])[N:7]([CH2:18][CH3:19])[CH:6]=1)=[O:4].[OH-].[Li+], predict the reaction product. The product is: [CH2:18]([N:7]1[CH:6]=[C:5]([C:3]([OH:4])=[O:2])[C:14]2[C:9](=[CH:10][C:11]([O:15][CH3:16])=[CH:12][CH:13]=2)[C:8]1=[O:17])[CH3:19].